This data is from Reaction yield outcomes from USPTO patents with 853,638 reactions. The task is: Predict the reaction yield, written as a fraction of the theoretical maximum amount of product (1.0 means a 100% yield; for example, 0.34 means a 34% yield). (1) The product is [NH2:6][C:5]1[CH:4]=[CH:3][C:2]([Cl:1])=[CH:15][C:14]=1[C:19]([C:18]1[CH:22]=[CH:23][C:24]([F:26])=[CH:25][C:17]=1[F:16])=[O:20]. No catalyst specified. The reactants are [Cl:1][C:2]1[CH:15]=[CH:14][C:5]([NH:6]C(OC(C)(C)C)=O)=[CH:4][CH:3]=1.[F:16][C:17]1[CH:25]=[C:24]([F:26])[CH:23]=[CH:22][C:18]=1[C:19](Cl)=[O:20]. The yield is 0.200. (2) The reactants are [CH2:1]([O:3][C:4]([C:6]1[CH:14]=[C:13]([OH:15])[C:9]2[CH:10]=[CH:11][O:12][C:8]=2[CH:7]=1)=[O:5])[CH3:2]. The catalyst is C(O)(=O)C.[Pd]. The product is [CH2:1]([O:3][C:4]([C:6]1[CH:14]=[C:13]([OH:15])[C:9]2[CH2:10][CH2:11][O:12][C:8]=2[CH:7]=1)=[O:5])[CH3:2]. The yield is 0.940. (3) The reactants are [Cl:1][C:2]1[CH:3]=[C:4]([C:8]2[N:12]=[C:11]([CH2:13][CH2:14][C:15]([NH:17][NH2:18])=[O:16])[O:10][N:9]=2)[CH:5]=[CH:6][CH:7]=1.[CH2:19]([O:21][C:22]([C:24]1[S:25][CH:26]=[CH:27][CH:28]=1)=N)[CH3:20]. The catalyst is C(O)C. The product is [CH2:19]([O:21][C:22](=[N:18][NH:17][C:15](=[O:16])[CH2:14][CH2:13][C:11]1[O:10][N:9]=[C:8]([C:4]2[CH:5]=[CH:6][CH:7]=[C:2]([Cl:1])[CH:3]=2)[N:12]=1)[C:24]1[S:25][CH:26]=[CH:27][CH:28]=1)[CH3:20]. The yield is 0.750. (4) The reactants are C[O:2][C:3]1[CH:4]=[C:5]([CH:14]=[CH:15][C:16]2[CH:17]=[C:18]([CH:22]=[CH:23][CH:24]=2)[C:19]([OH:21])=[O:20])[CH:6]=[C:7]([O:12]C)[C:8]=1[CH2:9][CH2:10][CH3:11].Cl.N1C=CC=CC=1. No catalyst specified. The product is [OH:2][C:3]1[CH:4]=[C:5]([CH:14]=[CH:15][C:16]2[CH:17]=[C:18]([CH:22]=[CH:23][CH:24]=2)[C:19]([OH:21])=[O:20])[CH:6]=[C:7]([OH:12])[C:8]=1[CH2:9][CH2:10][CH3:11]. The yield is 0.860. (5) The reactants are Cl[C:2]([O:4][CH2:5][C:6]1[CH:11]=[CH:10][CH:9]=[CH:8][CH:7]=1)=[O:3].[CH3:12][O:13][C:14]([C@:16]12[CH2:23][CH2:22][CH2:21][C@H:20]1[CH2:19][N:18](CC1C=CC=CC=1)[CH2:17]2)=[O:15]. The yield is 0.450. The catalyst is ClCCl. The product is [CH3:12][O:13][C:14]([C@:16]12[CH2:23][CH2:22][CH2:21][C@H:20]1[CH2:19][N:18]([C:2]([O:4][CH2:5][C:6]1[CH:11]=[CH:10][CH:9]=[CH:8][CH:7]=1)=[O:3])[CH2:17]2)=[O:15]. (6) The reactants are [F:1][C:2]1[CH:7]=[C:6]([C:8]2[N:9]=[CH:10][S:11][CH:12]=2)[CH:5]=[CH:4][C:3]=1[OH:13].C(N(CC)CC)C.[F:21][C:22]([F:35])([F:34])[S:23](O[S:23]([C:22]([F:35])([F:34])[F:21])(=[O:25])=[O:24])(=[O:25])=[O:24]. The catalyst is C(Cl)Cl.O. The product is [F:21][C:22]([F:35])([F:34])[S:23]([O:13][C:3]1[CH:4]=[CH:5][C:6]([C:8]2[N:9]=[CH:10][S:11][CH:12]=2)=[CH:7][C:2]=1[F:1])(=[O:25])=[O:24]. The yield is 0.980. (7) The reactants are [CH2:1]([N:8]1[CH2:13][CH2:12][NH:11][CH:10]([CH2:14][OH:15])[CH2:9]1)[C:2]1[CH:7]=[CH:6][CH:5]=[CH:4][CH:3]=1.O.C(=O)([O-])[O-].[K+].[K+].Cl[CH2:24][C:25](Cl)=[O:26]. The catalyst is O1CCCC1. The product is [CH2:1]([N:8]1[CH2:13][CH2:12][N:11]2[CH:10]([CH2:14][O:15][CH2:24][C:25]2=[O:26])[CH2:9]1)[C:2]1[CH:3]=[CH:4][CH:5]=[CH:6][CH:7]=1. The yield is 0.350. (8) The reactants are [CH3:1][N:2]1[CH2:7][CH2:6][CH:5]([O:8][C:9]2[CH:14]=[CH:13][C:12]([NH:15]C(=O)OC(C)(C)C)=[CH:11][C:10]=2[C:23]([F:26])([F:25])[F:24])[CH2:4][CH2:3]1.C(O)(C(F)(F)F)=O. The catalyst is C(Cl)Cl. The product is [CH3:1][N:2]1[CH2:7][CH2:6][CH:5]([O:8][C:9]2[CH:14]=[CH:13][C:12]([NH2:15])=[CH:11][C:10]=2[C:23]([F:24])([F:25])[F:26])[CH2:4][CH2:3]1. The yield is 0.770.